Dataset: Peptide-MHC class II binding affinity with 134,281 pairs from IEDB. Task: Regression. Given a peptide amino acid sequence and an MHC pseudo amino acid sequence, predict their binding affinity value. This is MHC class II binding data. (1) The peptide sequence is AWRREHKDLDKLNHYSFGDV. The MHC is DRB1_1502 with pseudo-sequence DRB1_1502. The binding affinity (normalized) is 0.132. (2) The peptide sequence is TSYVKVLHHMVKISGGPHIS. The MHC is DRB1_0101 with pseudo-sequence DRB1_0101. The binding affinity (normalized) is 0.508. (3) The peptide sequence is TPAAPAGAEPAGKAT. The MHC is DRB1_0802 with pseudo-sequence DRB1_0802. The binding affinity (normalized) is 0.0425. (4) The peptide sequence is KMIGGIGGFIKVRQYDQIPI. The MHC is DRB1_0802 with pseudo-sequence DRB1_0802. The binding affinity (normalized) is 0.291. (5) The peptide sequence is PVNEALAAAGLVGVL. The MHC is DRB1_0801 with pseudo-sequence DRB1_0801. The binding affinity (normalized) is 0.378. (6) The MHC is HLA-DQA10501-DQB10201 with pseudo-sequence HLA-DQA10501-DQB10201. The peptide sequence is DVFYNGAYFVSSGKY. The binding affinity (normalized) is 0.217. (7) The MHC is DRB1_1201 with pseudo-sequence DRB1_1201. The peptide sequence is QEALEDFREFSRAKG. The binding affinity (normalized) is 0.190.